Predict the reactants needed to synthesize the given product. From a dataset of Full USPTO retrosynthesis dataset with 1.9M reactions from patents (1976-2016). (1) The reactants are: C([O:3][C:4]([C@H:6]1[CH2:11][CH2:10][C@H:9]([O:12][C:13]2[CH:18]=[CH:17][N:16]=[CH:15][N:14]=2)[CH2:8][CH2:7]1)=[O:5])C.[OH-].[Na+]. Given the product [N:16]1[CH:17]=[CH:18][C:13]([O:12][C@H:9]2[CH2:8][CH2:7][C@H:6]([C:4]([OH:5])=[O:3])[CH2:11][CH2:10]2)=[N:14][CH:15]=1, predict the reactants needed to synthesize it. (2) Given the product [O:10]1[CH2:15][CH2:14][CH2:13][CH2:12][CH:11]1[O:1][C:2]1[CH:9]=[CH:8][C:5]([CH:6]=[O:7])=[CH:4][CH:3]=1, predict the reactants needed to synthesize it. The reactants are: [OH:1][C:2]1[CH:9]=[CH:8][C:5]([CH:6]=[O:7])=[CH:4][CH:3]=1.[O:10]1[CH:15]=[CH:14][CH2:13][CH2:12][CH2:11]1.C1(C)C=CC(S([O-])(=O)=O)=CC=1.[NH+]1C=CC=CC=1. (3) Given the product [NH2:31][C:26]1[CH:27]=[CH:28][CH:29]=[CH:30][C:25]=1[NH:24][C:22](=[O:23])[NH:21][C:17]1[CH:16]=[C:15]([N:12]2[C:13](=[O:14])[C:8]([CH2:1][C:2]3[CH:3]=[CH:4][CH:5]=[CH:6][CH:7]=3)=[N:9][C:10]3[CH:37]=[CH:36][CH:35]=[N:34][C:11]2=3)[CH:20]=[CH:19][CH:18]=1, predict the reactants needed to synthesize it. The reactants are: [CH2:1]([C:8]1[C:13](=[O:14])[N:12]([C:15]2[CH:20]=[CH:19][CH:18]=[C:17]([NH:21][C:22]([NH:24][C:25]3[CH:30]=[CH:29][CH:28]=[CH:27][C:26]=3[N+:31]([O-])=O)=[O:23])[CH:16]=2)[C:11]2[N:34]=[CH:35][CH:36]=[CH:37][C:10]=2[N:9]=1)[C:2]1[CH:7]=[CH:6][CH:5]=[CH:4][CH:3]=1. (4) Given the product [Cl:1][C:2]1[CH:6]=[N:5][N:4]([CH3:7])[C:3]=1[C:8]1[CH:9]=[C:10]([NH:23][C:28](=[O:29])[C:27]2[CH:31]=[CH:32][C:33]([CH3:34])=[C:25]([F:24])[CH:26]=2)[CH:11]=[CH:12][C:13]=1[O:14][CH2:15][CH2:16][N:17]1[CH2:18][CH2:19][O:20][CH2:21][CH2:22]1, predict the reactants needed to synthesize it. The reactants are: [Cl:1][C:2]1[CH:6]=[N:5][N:4]([CH3:7])[C:3]=1[C:8]1[CH:9]=[C:10]([NH2:23])[CH:11]=[CH:12][C:13]=1[O:14][CH2:15][CH2:16][N:17]1[CH2:22][CH2:21][O:20][CH2:19][CH2:18]1.[F:24][C:25]1[CH:26]=[C:27]([CH:31]=[CH:32][C:33]=1[CH3:34])[C:28](Cl)=[O:29].C(N(CC)CC)C. (5) Given the product [Cl:11][C:12]1[CH:13]=[C:14]([CH:19]2[C:28]3[C:23](=[CH:24][C:25]([C:2]4[CH:3]=[CH:4][C:5]5[N:6]([N:8]=[CH:9][N:10]=5)[CH:7]=4)=[CH:26][CH:27]=3)[C:22]([CH3:39])([CH3:38])[NH:21][CH2:20]2)[CH:15]=[CH:16][C:17]=1[Cl:18], predict the reactants needed to synthesize it. The reactants are: Br[C:2]1[CH:3]=[CH:4][C:5]2[N:6]([N:8]=[CH:9][N:10]=2)[CH:7]=1.[Cl:11][C:12]1[CH:13]=[C:14]([CH:19]2[C:28]3[C:23](=[CH:24][C:25](B4OC(C)(C)C(C)(C)O4)=[CH:26][CH:27]=3)[C:22]([CH3:39])([CH3:38])[NH:21][CH2:20]2)[CH:15]=[CH:16][C:17]=1[Cl:18].C(=O)([O-])[O-].[Cs+].[Cs+]. (6) The reactants are: N(C(OCC)=O)=NC(OCC)=O.[Cl:13][C:14]1[CH:22]=[CH:21][C:17]2[CH:18]=[CH:19][O:20][C:16]=2[C:15]=1[NH:23][C:24]1[C:33]2[C:28](=[CH:29][C:30]([OH:36])=[C:31]([O:34][CH3:35])[CH:32]=2)[N:27]=[CH:26][N:25]=1.O[CH2:38][CH2:39][N:40]1[CH2:44][CH2:43][CH2:42][CH2:41]1.C1(P(C2C=CC=CC=2)C2C=CC=CC=2)C=CC=CC=1. Given the product [Cl:13][C:14]1[CH:22]=[CH:21][C:17]2[CH:18]=[CH:19][O:20][C:16]=2[C:15]=1[NH:23][C:24]1[C:33]2[C:28](=[CH:29][C:30]([O:36][CH2:38][CH2:39][N:40]3[CH2:44][CH2:43][CH2:42][CH2:41]3)=[C:31]([O:34][CH3:35])[CH:32]=2)[N:27]=[CH:26][N:25]=1, predict the reactants needed to synthesize it. (7) Given the product [N:25]1([C:23]2[CH:22]=[CH:21][N:20]=[C:19]([NH:1][C@H:2]3[CH2:6][CH2:5][N:4]([C:7]([O:9][C:10]([CH3:12])([CH3:13])[CH3:11])=[O:8])[C@@H:3]3[CH2:14][N:15]=[N+:16]=[N-:17])[N:24]=2)[CH2:26][CH2:27][CH2:28][CH2:29][CH2:30][CH2:31]1, predict the reactants needed to synthesize it. The reactants are: [NH2:1][C@H:2]1[CH2:6][CH2:5][N:4]([C:7]([O:9][C:10]([CH3:13])([CH3:12])[CH3:11])=[O:8])[C@@H:3]1[CH2:14][N:15]=[N+:16]=[N-:17].Cl[C:19]1[N:24]=[C:23]([N:25]2[CH2:31][CH2:30][CH2:29][CH2:28][CH2:27][CH2:26]2)[CH:22]=[CH:21][N:20]=1.COC(C)(C)C. (8) The reactants are: [F:1][C:2]1[CH:3]=[C:4]2[C:8](=[CH:9][C:10]=1[F:11])[C:7](=[CH:12][C:13]1[CH:18]=[CH:17][C:16]([S:19][CH3:20])=[CH:15][CH:14]=1)[C:6]([CH3:21])=[C:5]2[CH2:22][C:23]([OH:25])=[O:24].CO.I([O-])(=O)(=O)=[O:29].[Na+].O. Given the product [F:1][C:2]1[CH:3]=[C:4]2[C:8](=[CH:9][C:10]=1[F:11])[C:7](=[CH:12][C:13]1[CH:18]=[CH:17][C:16]([S:19]([CH3:20])=[O:29])=[CH:15][CH:14]=1)[C:6]([CH3:21])=[C:5]2[CH2:22][C:23]([OH:25])=[O:24], predict the reactants needed to synthesize it. (9) Given the product [Cl:1][C:2]1[CH:7]=[CH:6][CH:5]=[C:4]([F:8])[C:3]=1[NH:9][C:10]1[NH:11][C:12]2[C:18]3[CH2:19][C:20]([CH3:22])([CH3:23])[O:21][C:17]=3[C:16]([C:24]([NH:36][C:33]3[CH:34]=[N:35][C:30]([C:29]([F:38])([F:28])[F:37])=[CH:31][CH:32]=3)=[O:26])=[CH:15][C:13]=2[N:14]=1, predict the reactants needed to synthesize it. The reactants are: [Cl:1][C:2]1[CH:7]=[CH:6][CH:5]=[C:4]([F:8])[C:3]=1[NH:9][C:10]1[NH:11][C:12]2[C:18]3[CH2:19][C:20]([CH3:23])([CH3:22])[O:21][C:17]=3[C:16]([C:24]([O:26]C)=O)=[CH:15][C:13]=2[N:14]=1.[F:28][C:29]([F:38])([F:37])[C:30]1[N:35]=[CH:34][C:33]([NH2:36])=[CH:32][CH:31]=1.C[Al](C)C.